Task: Regression/Classification. Given a drug SMILES string, predict its absorption, distribution, metabolism, or excretion properties. Task type varies by dataset: regression for continuous measurements (e.g., permeability, clearance, half-life) or binary classification for categorical outcomes (e.g., BBB penetration, CYP inhibition). For this dataset (solubility_aqsoldb), we predict Y.. Dataset: Aqueous solubility values for 9,982 compounds from the AqSolDB database (1) The drug is CC(CCO[N+](=O)O)O[N+](=O)O. The Y is -1.66 log mol/L. (2) The compound is C#CC(C)(O)CC. The Y is 0.0167 log mol/L. (3) The molecule is CC(C)CCCCCCCCCCCCCCC(=O)O.OC[C@H](O)[C@@H](O)[C@H](O)C(O)O. The Y is -6.66 log mol/L.